From a dataset of Forward reaction prediction with 1.9M reactions from USPTO patents (1976-2016). Predict the product of the given reaction. The product is: [CH:34]1([N:30]2[CH2:31][CH2:32][CH2:33][C@H:29]2[CH2:28][N:12]([CH2:11][C:3]2[N:2]=[CH:1][C:10]3[C:5]([CH:4]=2)=[CH:6][CH:7]=[CH:8][CH:9]=3)[C:13]([C:15]2[CH:25]=[C:24]([O:26][CH3:27])[C:18]3[O:19][C:20]([CH3:23])([CH3:22])[O:21][C:17]=3[CH:16]=2)=[O:14])[CH2:37][CH2:36][CH2:35]1. Given the reactants [CH:1]1[C:10]2[C:5](=[CH:6][CH:7]=[CH:8][CH:9]=2)[CH:4]=[C:3]([CH2:11][N:12]([CH2:28][C@@H:29]2[CH2:33][CH2:32][CH2:31][NH:30]2)[C:13]([C:15]2[CH:25]=[C:24]([O:26][CH3:27])[C:18]3[O:19][C:20]([CH3:23])([CH3:22])[O:21][C:17]=3[CH:16]=2)=[O:14])[N:2]=1.[C:34]1(=O)[CH2:37][CH2:36][CH2:35]1.C(O[BH-](OC(=O)C)OC(=O)C)(=O)C.[Na+], predict the reaction product.